Dataset: Reaction yield outcomes from USPTO patents with 853,638 reactions. Task: Predict the reaction yield, written as a fraction of the theoretical maximum amount of product (1.0 means a 100% yield; for example, 0.34 means a 34% yield). The reactants are [Cl:1][C:2]1[C:7]([Cl:8])=[CH:6][CH:5]=[CH:4][C:3]=1[N:9]1[CH2:14][CH2:13][N:12]([CH2:15][CH2:16][CH2:17][N:18]2C(=O)C3C(=CC=CC=3)C2=O)[CH2:11][CH2:10]1.O.NN. The catalyst is CCO. The product is [ClH:1].[ClH:1].[Cl:1][C:2]1[C:7]([Cl:8])=[CH:6][CH:5]=[CH:4][C:3]=1[N:9]1[CH2:10][CH2:11][N:12]([CH2:15][CH2:16][CH2:17][NH2:18])[CH2:13][CH2:14]1. The yield is 0.730.